From a dataset of HIV replication inhibition screening data with 41,000+ compounds from the AIDS Antiviral Screen. Binary Classification. Given a drug SMILES string, predict its activity (active/inactive) in a high-throughput screening assay against a specified biological target. (1) The drug is Cc1ccc(C=C2CCCCCC2=O)cc1. The result is 0 (inactive). (2) The molecule is CC(C)(C)OC(=O)c1cccnc1C=NO. The result is 0 (inactive). (3) The compound is O=[N+]([O-])c1cccc([N+](=O)[O-])c1Cl. The result is 0 (inactive). (4) The molecule is O=C(OCCNC(=O)N1CC1)OCCNC(=O)N1CC1. The result is 0 (inactive).